Dataset: Full USPTO retrosynthesis dataset with 1.9M reactions from patents (1976-2016). Task: Predict the reactants needed to synthesize the given product. (1) Given the product [F:17][C:7]1([F:6])[O:11][C:10]2[CH:12]=[CH:13][C:14]([F:16])=[C:15]([I:18])[C:9]=2[O:8]1, predict the reactants needed to synthesize it. The reactants are: C([Li])(CC)C.[F:6][C:7]1([F:17])[O:11][C:10]2[CH:12]=[CH:13][C:14]([F:16])=[CH:15][C:9]=2[O:8]1.[I:18]I. (2) Given the product [CH2:5]([O:4][P:3]([CH2:2][O:1][S:19]([C:22]([F:25])([F:24])[F:23])(=[O:21])=[O:20])(=[O:10])[O:7][CH2:8][CH3:9])[CH3:6], predict the reactants needed to synthesize it. The reactants are: [OH:1][CH2:2][P:3](=[O:10])([O:7][CH2:8][CH3:9])[O:4][CH2:5][CH3:6].N1C(C)=CC=CC=1C.[S:19](O[S:19]([C:22]([F:25])([F:24])[F:23])(=[O:21])=[O:20])([C:22]([F:25])([F:24])[F:23])(=[O:21])=[O:20]. (3) Given the product [CH3:1][CH:2]([CH2:5][CH2:6][C@H:7]1[CH2:11][CH:10]=[C:9]([CH3:12])[C:8]1([CH3:13])[CH3:14])[CH2:3][OH:4], predict the reactants needed to synthesize it. The reactants are: [CH3:1][CH:2]([CH2:5][CH2:6][C@H:7]1[CH2:11][CH:10]=[C:9]([CH3:12])[C:8]1([CH3:14])[CH3:13])[CH:3]=[O:4].C(O)(=O)C1C=CC=CC=1. (4) Given the product [CH2:10]([O:32][C:30]([CH:29]1[CH:22]([CH3:23])[CH:21]([C:20]2[CH:24]=[CH:25][C:17]([O:26][CH3:27])=[CH:18][CH:19]=2)[C:3]2[C:4](=[CH:6][C:7]([Cl:9])=[CH:8][C:2]=2[Cl:1])[NH:5]1)=[O:31])[CH3:11], predict the reactants needed to synthesize it. The reactants are: [Cl:1][C:2]1[CH:3]=[C:4]([CH:6]=[C:7]([Cl:9])[CH:8]=1)[NH2:5].[CH2:10](C(=O)C([O-])=O)[CH3:11].[C:17]1([O:26][CH3:27])[CH:25]=[CH:24][C:20]([CH:21]=[CH:22][CH3:23])=[CH:19][CH:18]=1.F[C:29](F)(F)[C:30]([OH:32])=[O:31].